This data is from Reaction yield outcomes from USPTO patents with 853,638 reactions. The task is: Predict the reaction yield, written as a fraction of the theoretical maximum amount of product (1.0 means a 100% yield; for example, 0.34 means a 34% yield). The reactants are [CH3:1][CH:2]([NH:4][C:5]([C:7]1[S:11][C:10]([C:12]([O:14]C)=O)=[CH:9][CH:8]=1)=[O:6])[CH3:3].O.[NH2:17][NH2:18]. The catalyst is C(O)C. The product is [CH3:1][CH:2]([NH:4][C:5]([C:7]1[S:11][C:10]([C:12]([NH:17][NH2:18])=[O:14])=[CH:9][CH:8]=1)=[O:6])[CH3:3]. The yield is 0.450.